Dataset: Reaction yield outcomes from USPTO patents with 853,638 reactions. Task: Predict the reaction yield, written as a fraction of the theoretical maximum amount of product (1.0 means a 100% yield; for example, 0.34 means a 34% yield). (1) The catalyst is CC(C)=O.CN(C=O)C. The reactants are [CH3:1][O:2][C:3]([O:6][CH3:7])([CH3:5])[CH3:4].CC1C=C(C)N(CC([NH:18][C:19]2[CH:24]=[C:23]([C:25]([C:27]3[C:35]4[CH:34]=[N:33][CH:32]=[N:31][C:30]=4[N:29]([CH:36](CO)CO)[CH:28]=3)=[O:26])[CH:22]=[CH:21][N:20]=2)=O)N=1.O.C1(C)C=CC(S(O)(=O)=O)=CC=1. The product is [NH2:18][C:19]1[CH:24]=[C:23]([C:25]([C:27]2[C:35]3[CH:34]=[N:33][CH:32]=[N:31][C:30]=3[N:29]([CH:36]3[CH2:7][O:6][C:3]([CH3:5])([CH3:4])[O:2][CH2:1]3)[CH:28]=2)=[O:26])[CH:22]=[CH:21][N:20]=1. The yield is 0.850. (2) The reactants are C([NH:4][C:5]1[CH:6]=[C:7]([C:10]([O:12][CH2:13][CH3:14])=[O:11])[S:8][CH:9]=1)(=O)C.[CH3:27][C:26]([O:25][C:23](O[C:23]([O:25][C:26]([CH3:29])([CH3:28])[CH3:27])=[O:24])=[O:24])([CH3:29])[CH3:28].CCN(CC)CC.NN. The catalyst is C(Cl)Cl.CN(C1C=CN=CC=1)C.CCO.CCOC(C)=O. The product is [C:26]([O:25][C:23]([NH:4][C:5]1[CH:6]=[C:7]([C:10]([O:12][CH2:13][CH3:14])=[O:11])[S:8][CH:9]=1)=[O:24])([CH3:27])([CH3:28])[CH3:29]. The yield is 0.660. (3) The reactants are C[Si]([N-][Si](C)(C)C)(C)C.[Na+].O1CCCC1.Cl[C:17]1[C:26]2[C:21](=[CH:22][C:23]([O:29][CH2:30][CH2:31][CH2:32][Cl:33])=[C:24]([O:27][CH3:28])[CH:25]=2)[N:20]=[CH:19][N:18]=1.[Cl:34][C:35]1[CH:43]=[C:42]([C:44]#[C:45][C:46]2[CH:51]=[CH:50][CH:49]=[CH:48][N:47]=2)[C:38]2[O:39][CH2:40][O:41][C:37]=2[C:36]=1[NH2:52].[Cl-].[NH4+]. The catalyst is CN(C)C=O. The product is [Cl:33][CH2:32][CH2:31][CH2:30][O:29][C:23]1[CH:22]=[C:21]2[C:26]([C:17]([NH:52][C:36]3[C:37]4[O:41][CH2:40][O:39][C:38]=4[C:42]([C:44]#[C:45][C:46]4[CH:51]=[CH:50][CH:49]=[CH:48][N:47]=4)=[CH:43][C:35]=3[Cl:34])=[N:18][CH:19]=[N:20]2)=[CH:25][C:24]=1[O:27][CH3:28]. The yield is 0.920. (4) The reactants are [CH3:1][C:2]1([CH3:28])[N:7]2[C:8]3[CH:9]=[C:10]([C:15]([NH:17][C:18]4[N:19]=[C:20]([C:24]([OH:26])=O)[N:21]([CH3:23])[CH:22]=4)=[O:16])[CH:11]=[CH:12][C:13]=3[CH:14]=[C:6]2[C:5](=[O:27])[NH:4][CH2:3]1.ON1C2C=CC=CC=2N=N1.C(N=C=NCCCN(C)C)C.[C:50]([NH2:54])([CH3:53])([CH3:52])[CH3:51].C(N(CC)C(C)C)(C)C. The catalyst is CN(C=O)C.CN(C)C1C=CN=CC=1. The product is [C:50]([NH:54][C:24]([C:20]1[N:21]([CH3:23])[CH:22]=[C:18]([NH:17][C:15]([C:10]2[CH:11]=[CH:12][C:13]3[CH:14]=[C:6]4[C:5](=[O:27])[NH:4][CH2:3][C:2]([CH3:28])([CH3:1])[N:7]4[C:8]=3[CH:9]=2)=[O:16])[N:19]=1)=[O:26])([CH3:53])([CH3:52])[CH3:51]. The yield is 0.510. (5) The reactants are C([O:8][C:9]1[CH:14]=[C:13]([O:15][CH:16]([CH3:18])[CH3:17])[CH:12]=[CH:11][C:10]=1/[CH:19]=[CH:20]/[C:21]([O:23][CH2:24][CH3:25])=[O:22])C1C=CC=CC=1. The catalyst is [C].[Pd].O1CCCC1CCO. The product is [OH:8][C:9]1[CH:14]=[C:13]([O:15][CH:16]([CH3:18])[CH3:17])[CH:12]=[CH:11][C:10]=1[CH2:19][CH2:20][C:21]([O:23][CH2:24][CH3:25])=[O:22]. The yield is 0.890. (6) The reactants are [O:1]=[C:2]1[C@@H:6]([NH:7][C:8](=[O:14])[O:9][C:10]([CH3:13])([CH3:12])[CH3:11])[CH2:5][CH2:4][N:3]1[CH:15]1[CH2:20][CH2:19][NH:18][CH2:17][CH2:16]1.C(N(C(C)C)C(C)C)C.Cl[C:31]1[C:36]([Cl:37])=[CH:35][C:34]([C:38]([F:41])([F:40])[F:39])=[CH:33][N:32]=1. The catalyst is CN(C=O)C.CCOC(C)=O. The product is [Cl:37][C:36]1[C:31]([N:18]2[CH2:17][CH2:16][CH:15]([N:3]3[CH2:4][CH2:5][C@H:6]([NH:7][C:8](=[O:14])[O:9][C:10]([CH3:13])([CH3:12])[CH3:11])[C:2]3=[O:1])[CH2:20][CH2:19]2)=[N:32][CH:33]=[C:34]([C:38]([F:40])([F:39])[F:41])[CH:35]=1. The yield is 0.610. (7) The reactants are [Cl:1][C:2]1[CH:10]=[CH:9][C:5]([C:6]([OH:8])=O)=[C:4]([I:11])[CH:3]=1.C(Cl)(=O)C(Cl)=O.[NH2:18][C:19]([CH3:23])([CH3:22])[CH2:20]O.S(Cl)(Cl)=O.C([O-])(O)=O.[Na+]. The catalyst is ClCCl.CN(C=O)C.C(OCC)(=O)C. The product is [Cl:1][C:2]1[CH:10]=[CH:9][C:5]([C:6]2[O:8][CH2:20][C:19]([CH3:23])([CH3:22])[N:18]=2)=[C:4]([I:11])[CH:3]=1. The yield is 0.880.